From a dataset of Full USPTO retrosynthesis dataset with 1.9M reactions from patents (1976-2016). Predict the reactants needed to synthesize the given product. Given the product [CH3:1][N:2]1[C:6]([CH2:7][O:8][C:9]2[CH:17]=[CH:16][C:12]([C:13]([NH:24][CH2:25][CH:26]([OH:31])[C:27]([F:30])([F:29])[F:28])=[O:15])=[CH:11][N:10]=2)=[C:5]([C:18]2[CH:23]=[CH:22][CH:21]=[CH:20][N:19]=2)[N:4]=[N:3]1, predict the reactants needed to synthesize it. The reactants are: [CH3:1][N:2]1[C:6]([CH2:7][O:8][C:9]2[CH:17]=[CH:16][C:12]([C:13]([OH:15])=O)=[CH:11][N:10]=2)=[C:5]([C:18]2[CH:23]=[CH:22][CH:21]=[CH:20][N:19]=2)[N:4]=[N:3]1.[NH2:24][CH2:25][CH:26]([OH:31])[C:27]([F:30])([F:29])[F:28].